Predict the reactants needed to synthesize the given product. From a dataset of Full USPTO retrosynthesis dataset with 1.9M reactions from patents (1976-2016). (1) Given the product [N+:11]([C:2]1[C:3]2=[N:4][O:5][N:6]=[C:7]2[C:8]([S:22][CH2:23][CH2:24][CH2:25][CH2:26][CH2:27][CH2:28][OH:29])=[CH:9][CH:1]=1)([O-:13])=[O:12], predict the reactants needed to synthesize it. The reactants are: [CH:1]1[CH:9]=[C:8](Cl)[C:7]2[C:3](=[N:4][O:5][N:6]=2)[C:2]=1[N+:11]([O-:13])=[O:12].P([O-])([O-])([O-])=O.[Na+].[Na+].[Na+].[SH:22][CH2:23][CH2:24][CH2:25][CH2:26][CH2:27][CH2:28][OH:29].[OH-].[Na+]. (2) Given the product [Cl:23][C:24]1[CH:25]=[C:26]([CH:29]=[CH:30][CH:31]=1)[CH2:27][NH:28][C:12]([C:8]1[CH:7]=[C:6]2[C:11]([C:2](=[O:1])[N:3]([CH2:16][C:17]3[CH:22]=[CH:21][CH:20]=[CH:19][N:18]=3)[C:4](=[S:15])[NH:5]2)=[CH:10][CH:9]=1)=[O:14], predict the reactants needed to synthesize it. The reactants are: [O:1]=[C:2]1[C:11]2[C:6](=[CH:7][C:8]([C:12]([OH:14])=O)=[CH:9][CH:10]=2)[NH:5][C:4](=[S:15])[N:3]1[CH2:16][C:17]1[CH:22]=[CH:21][CH:20]=[CH:19][N:18]=1.[Cl:23][C:24]1[CH:25]=[C:26]([CH:29]=[CH:30][CH:31]=1)[CH2:27][NH2:28].CCN(C(C)C)C(C)C.CN(C(ON1N=NC2C=CC=NC1=2)=[N+](C)C)C.F[P-](F)(F)(F)(F)F. (3) Given the product [Cl:24][C:13]1[C:14]2[N:15]=[C:7]([C:5]3[CH:4]=[N:3][N:2]([CH3:1])[CH:6]=3)[S:8][C:9]=2[C:10](=[O:16])[NH:11][CH:12]=1, predict the reactants needed to synthesize it. The reactants are: [CH3:1][N:2]1[CH:6]=[C:5]([C:7]2[S:8][C:9]3[C:10](=[O:16])[NH:11][CH:12]=[CH:13][C:14]=3[N:15]=2)[CH:4]=[N:3]1.C1C(=O)N([Cl:24])C(=O)C1. (4) Given the product [F:18][C:19]1[C:20]2[N:21]([C:15]([CH2:14][O:13][C:7]3[C:6]4[C:11](=[CH:12][C:3]([OH:2])=[CH:4][CH:5]=4)[N:10]=[CH:9][CH:8]=3)=[N:32][N:31]=2)[CH:22]=[C:23]([C:25]2[O:29][N:28]=[C:27]([CH3:30])[CH:26]=2)[CH:24]=1, predict the reactants needed to synthesize it. The reactants are: Br.[OH:2][C:3]1[CH:12]=[C:11]2[C:6]([C:7]([O:13][CH2:14][C:15](O)=O)=[CH:8][CH:9]=[N:10]2)=[CH:5][CH:4]=1.[F:18][C:19]1[C:20]([NH:31][NH2:32])=[N:21][CH:22]=[C:23]([C:25]2[O:29][N:28]=[C:27]([CH3:30])[CH:26]=2)[CH:24]=1. (5) Given the product [F:10][C:11]1[CH:19]=[CH:18][C:14]([C:15]([NH:1]/[C:2](=[N:8]\[OH:9])/[C:3]([O:5][CH2:6][CH3:7])=[O:4])=[O:16])=[CH:13][CH:12]=1, predict the reactants needed to synthesize it. The reactants are: [NH2:1]/[C:2](=[N:8]\[OH:9])/[C:3]([O:5][CH2:6][CH3:7])=[O:4].[F:10][C:11]1[CH:19]=[CH:18][C:14]([C:15](Cl)=[O:16])=[CH:13][CH:12]=1.